This data is from Full USPTO retrosynthesis dataset with 1.9M reactions from patents (1976-2016). The task is: Predict the reactants needed to synthesize the given product. (1) Given the product [F:1][C:2]1[CH:3]=[C:4]([S:31]([C:25]2[CH:30]=[CH:29][CH:28]=[CH:27][CH:26]=2)(=[O:33])=[O:32])[CH:5]=[C:6]2[C:10]=1[N:9]([CH:11]1[CH2:16][CH2:15][N:14]([C:17]([O:19][C:20]([CH3:23])([CH3:22])[CH3:21])=[O:18])[CH2:13][CH2:12]1)[CH2:8][CH2:7]2, predict the reactants needed to synthesize it. The reactants are: [F:1][C:2]1[CH:3]=[C:4](I)[CH:5]=[C:6]2[C:10]=1[N:9]([CH:11]1[CH2:16][CH2:15][N:14]([C:17]([O:19][C:20]([CH3:23])([CH3:22])[CH3:21])=[O:18])[CH2:13][CH2:12]1)[CH2:8][CH2:7]2.[C:25]1([S:31]([O-:33])=[O:32])[CH:30]=[CH:29][CH:28]=[CH:27][CH:26]=1.[Na+]. (2) Given the product [C:1]1([C:17]2[CH:22]=[CH:21][CH:20]=[CH:19][CH:18]=2)[CH:6]=[CH:5][CH:4]=[CH:3][C:2]=1[C:7]([N:9]1[CH2:10][CH:11]2[CH:15]([CH2:14][N:13]([C:24]3[N:29]=[C:28]([CH3:30])[CH:27]=[CH:26][N:25]=3)[CH2:12]2)[CH2:16]1)=[O:8], predict the reactants needed to synthesize it. The reactants are: [C:1]1([C:17]2[CH:22]=[CH:21][CH:20]=[CH:19][CH:18]=2)[CH:6]=[CH:5][CH:4]=[CH:3][C:2]=1[C:7]([N:9]1[CH2:16][CH:15]2[CH:11]([CH2:12][NH:13][CH2:14]2)[CH2:10]1)=[O:8].Cl[C:24]1[N:29]=[C:28]([CH3:30])[CH:27]=[CH:26][N:25]=1. (3) Given the product [I:24][C:7]1[C:2]([CH3:1])=[N:3][C:4]([NH2:16])=[N:5][C:6]=1[C:8]1[CH:13]=[CH:12][CH:11]=[C:10]([C:14]#[N:15])[CH:9]=1, predict the reactants needed to synthesize it. The reactants are: [CH3:1][C:2]1[CH:7]=[C:6]([C:8]2[CH:13]=[CH:12][CH:11]=[C:10]([C:14]#[N:15])[CH:9]=2)[N:5]=[C:4]([NH2:16])[N:3]=1.C1C(=O)N([I:24])C(=O)C1. (4) Given the product [CH:26]1([C:27]([O:29][CH3:30])=[O:28])[CH2:25][CH2:24][CH:23]([C:22]([O:34][CH3:35])=[O:33])[CH2:32][CH2:31]1, predict the reactants needed to synthesize it. The reactants are: CC(CC(C)(C)C)CC(O)=O.C1(CO)CCC(CO)CC1.[C:22]([O:34][CH3:35])(=[O:33])[C:23]1[CH:32]=[CH:31][C:26]([C:27]([O:29][CH3:30])=[O:28])=[CH:25][CH:24]=1.